This data is from Full USPTO retrosynthesis dataset with 1.9M reactions from patents (1976-2016). The task is: Predict the reactants needed to synthesize the given product. Given the product [Cl:26][C:27]1[CH:34]=[CH:33][C:41]([CH2:40][NH:37][C:38]([C:15]2[CH:16]=[C:17]3[C:12]([CH:11]=[CH:10][CH:9]=[C:8]3[CH:5]3[CH2:6][CH2:7][N:2]([CH3:1])[CH2:3][CH2:4]3)=[CH:13][CH:14]=2)=[O:43])=[CH:29][CH:28]=1, predict the reactants needed to synthesize it. The reactants are: [CH3:1][N:2]1[CH2:7][CH2:6][CH:5]([C:8]2[C:17]3[C:12](=[CH:13][CH:14]=[C:15](OS(C(F)(F)F)(=O)=O)[CH:16]=3)[CH:11]=[CH:10][CH:9]=2)[CH2:4][CH2:3]1.[Cl:26][C:27]1[CH:34]=[CH:33]C(CN)=[CH:29][CH:28]=1.C([N:37]([CH2:40][CH3:41])[CH2:38]C)C.[C]=[O:43].